Task: Predict the reaction yield, written as a fraction of the theoretical maximum amount of product (1.0 means a 100% yield; for example, 0.34 means a 34% yield).. Dataset: Reaction yield outcomes from USPTO patents with 853,638 reactions (1) The reactants are [Br:1][C:2]1[CH:9]=[CH:8][C:5]([CH:6]=O)=[CH:4][N:3]=1.[N:10]1([C:16]([O:18][C:19]([CH3:22])([CH3:21])[CH3:20])=[O:17])[CH2:15][CH2:14][NH:13][CH2:12][CH2:11]1.[BH-](OC(C)=O)(OC(C)=O)OC(C)=O.[Na+].C([O-])(O)=O.[Na+]. The catalyst is C(Cl)Cl.CC(O)=O. The product is [Br:1][C:2]1[N:3]=[CH:4][C:5]([CH2:6][N:13]2[CH2:12][CH2:11][N:10]([C:16]([O:18][C:19]([CH3:22])([CH3:21])[CH3:20])=[O:17])[CH2:15][CH2:14]2)=[CH:8][CH:9]=1. The yield is 0.520. (2) The reactants are [O:1]=[C:2]1[NH:6][C:5]2[CH:7]=[CH:8][C:9]([C:11]#[N:12])=[CH:10][C:4]=2[NH:3]1.FC(F)(F)C(O)=O. The catalyst is CO.[Ni]. The product is [NH2:12][CH2:11][C:9]1[CH:8]=[CH:7][C:5]2[NH:6][C:2](=[O:1])[NH:3][C:4]=2[CH:10]=1. The yield is 0.280. (3) The reactants are C([N-]C(C)C)(C)C.[Li+].[CH3:9][O:10][N:11]([CH3:28])[C:12](=[O:27])[CH2:13][C:14]1[CH:26]=[CH:25][C:17]([C:18]([O:20][C:21]([CH3:24])([CH3:23])[CH3:22])=[O:19])=[CH:16][CH:15]=1.I[CH2:30][CH:31]1[CH2:36][CH2:35][O:34][CH2:33][CH2:32]1.[Cl-].[NH4+]. The catalyst is O1CCCC1.CN1CCCN(C)C1=O. The product is [CH3:9][O:10][N:11]([CH3:28])[C:12](=[O:27])[CH:13]([C:14]1[CH:26]=[CH:25][C:17]([C:18]([O:20][C:21]([CH3:24])([CH3:23])[CH3:22])=[O:19])=[CH:16][CH:15]=1)[CH2:30][CH:31]1[CH2:36][CH2:35][O:34][CH2:33][CH2:32]1. The yield is 0.760. (4) The reactants are [NH2:1][C:2]1[CH:7]=[CH:6][C:5]([C:8]2[N:9]([CH:25]3[CH2:28][CH2:27][CH2:26]3)[C:10]3[C:15]([C:16]=2[C:17]#[N:18])=[CH:14][CH:13]=[C:12]([N:19]2[CH2:24][CH2:23][O:22][CH2:21][CH2:20]2)[CH:11]=3)=[CH:4][CH:3]=1.N1C=CC=CC=1.[CH:35]([O:38][C:39](Cl)=[O:40])([CH3:37])[CH3:36]. The catalyst is C(Cl)Cl. The product is [CH:35]([O:38][C:39](=[O:40])[NH:1][C:2]1[CH:7]=[CH:6][C:5]([C:8]2[N:9]([CH:25]3[CH2:26][CH2:27][CH2:28]3)[C:10]3[C:15]([C:16]=2[C:17]#[N:18])=[CH:14][CH:13]=[C:12]([N:19]2[CH2:24][CH2:23][O:22][CH2:21][CH2:20]2)[CH:11]=3)=[CH:4][CH:3]=1)([CH3:37])[CH3:36]. The yield is 0.870. (5) The reactants are [CH:1]([C:3]1[C:4]([F:15])=[CH:5][N:6]=[C:7]2[C:12]=1[N:11]=[C:10]([O:13][CH3:14])[CH:9]=[CH:8]2)=[CH2:2].[F:16][C@@H:17]1[CH2:21][NH:20][CH2:19][C@H:18]1[CH2:22][NH:23][C:24](=[O:33])[O:25][CH2:26][C:27]1[CH:32]=[CH:31][CH:30]=[CH:29][CH:28]=1. The catalyst is CCO. The product is [C:27]1([CH2:26][O:25][C:24](=[O:33])[NH:23][CH2:22][C@H:18]2[C@H:17]([F:16])[CH2:21][N:20]([CH2:2][CH2:1][C:3]3[C:12]4[C:7](=[CH:8][CH:9]=[C:10]([O:13][CH3:14])[N:11]=4)[N:6]=[CH:5][C:4]=3[F:15])[CH2:19]2)[CH:32]=[CH:31][CH:30]=[CH:29][CH:28]=1. The yield is 0.920. (6) The reactants are [CH2:1]([N:3]1[CH:7]=[C:6]([C:8]2[CH:13]=[CH:12][N:11]=[C:10]3[NH:14][CH:15]=[CH:16][C:9]=23)[C:5]([C:17]2[CH:23]=[CH:22][C:20]([NH2:21])=[CH:19][CH:18]=2)=[N:4]1)[CH3:2].C(N(CC)CC)C.[N:31]1([C:37](Cl)=[O:38])[CH2:36][CH2:35][O:34][CH2:33][CH2:32]1.O. The catalyst is ClCCl. The product is [CH2:1]([N:3]1[CH:7]=[C:6]([C:8]2[CH:13]=[CH:12][N:11]=[C:10]3[NH:14][CH:15]=[CH:16][C:9]=23)[C:5]([C:17]2[CH:23]=[CH:22][C:20]([NH:21][C:37]([N:31]3[CH2:36][CH2:35][O:34][CH2:33][CH2:32]3)=[O:38])=[CH:19][CH:18]=2)=[N:4]1)[CH3:2]. The yield is 0.500. (7) The reactants are [CH3:1][Si:2]([CH3:19])([CH3:18])[CH2:3][CH2:4][O:5][C:6]([NH:8][C:9]1([C:15]([OH:17])=O)[CH2:14][O:13][CH2:12][O:11][CH2:10]1)=[O:7].[CH2:20]([O:22][C:23](=[O:33])[CH:24]=[CH:25][C:26]1[CH:31]=[CH:30][C:29]([NH2:32])=[CH:28][CH:27]=1)[CH3:21].CN(C(ON1N=NC2C=CC=NC1=2)=[N+](C)C)C.F[P-](F)(F)(F)(F)F.C1C=NC2N(O)N=NC=2C=1.N1C(C)=CC(C)=CC=1C. The catalyst is CS(C)=O. The product is [CH2:20]([O:22][C:23](=[O:33])/[CH:24]=[CH:25]/[C:26]1[CH:27]=[CH:28][C:29]([NH:32][C:15]([C:9]2([NH:8][C:6]([O:5][CH2:4][CH2:3][Si:2]([CH3:1])([CH3:19])[CH3:18])=[O:7])[CH2:10][O:11][CH2:12][O:13][CH2:14]2)=[O:17])=[CH:30][CH:31]=1)[CH3:21]. The yield is 0.540. (8) The reactants are C[O:2][C:3]1[CH:8]=[CH:7][C:6]([S:9]([NH:12][C:13]2[CH:18]=[CH:17][CH:16]=[C:15]([B:19]3[O:23]C(C)(C)C(C)(C)[O:20]3)[CH:14]=2)(=[O:11])=[O:10])=[CH:5][CH:4]=1.B(Br)(Br)Br. The catalyst is ClCCl. The product is [OH:2][C:3]1[CH:8]=[CH:7][C:6]([S:9]([NH:12][C:13]2[CH:14]=[C:15]([B:19]([OH:23])[OH:20])[CH:16]=[CH:17][CH:18]=2)(=[O:11])=[O:10])=[CH:5][CH:4]=1. The yield is 0.230. (9) The yield is 0.540. The catalyst is CN(C)C=O. The reactants are [Cl:1][C:2]1[CH:10]=[CH:9][CH:8]=[C:7]2[C:3]=1[C:4]([C:15]([OH:17])=O)=[CH:5][N:6]2[CH:11]1[CH2:14][O:13][CH2:12]1.Cl.[NH2:19][CH2:20][C:21]1([OH:30])[CH2:26][CH2:25][C:24]([F:28])([F:27])[CH:23]([CH3:29])[CH2:22]1.Cl.C(N=C=N)C.N1(O)C2C=CC=CC=2N=N1.C(N(C(C)C)C(C)C)C. The product is [Cl:1][C:2]1[CH:10]=[CH:9][CH:8]=[C:7]2[C:3]=1[C:4]([C:15]([NH:19][CH2:20][C:21]1([OH:30])[CH2:26][CH2:25][C:24]([F:28])([F:27])[CH:23]([CH3:29])[CH2:22]1)=[O:17])=[CH:5][N:6]2[CH:11]1[CH2:12][O:13][CH2:14]1. (10) The reactants are [I:1][C:2]1[CH:7]=[CH:6][C:5]([CH2:8][C:9]([OH:11])=[O:10])=[CH:4][CH:3]=1.OS(O)(=O)=O.[CH2:17](O)[CH3:18]. No catalyst specified. The product is [CH2:17]([O:10][C:9](=[O:11])[CH2:8][C:5]1[CH:4]=[CH:3][C:2]([I:1])=[CH:7][CH:6]=1)[CH3:18]. The yield is 0.900.